Dataset: Forward reaction prediction with 1.9M reactions from USPTO patents (1976-2016). Task: Predict the product of the given reaction. (1) Given the reactants [CH2:1]([N:8]1[C:12]2=[N:13][CH:14]=[C:15]([C:17]([OH:19])=[O:18])[CH:16]=[C:11]2[C:10]([C:20]2[CH:25]=[CH:24][CH:23]=[CH:22][CH:21]=2)=[N:9]1)[C:2]1[CH:7]=[CH:6][CH:5]=[CH:4][CH:3]=1.[C:26](=O)([O-])[O-].[K+].[K+].CI.O, predict the reaction product. The product is: [CH3:26][O:18][C:17]([C:15]1[CH:16]=[C:11]2[C:10]([C:20]3[CH:25]=[CH:24][CH:23]=[CH:22][CH:21]=3)=[N:9][N:8]([CH2:1][C:2]3[CH:3]=[CH:4][CH:5]=[CH:6][CH:7]=3)[C:12]2=[N:13][CH:14]=1)=[O:19]. (2) Given the reactants [OH:1][C:2]1[CH:9]=[CH:8][C:5]([CH:6]=[O:7])=[CH:4][CH:3]=1.[CH3:10][N:11]1[CH2:15][CH2:14][CH:13]([CH2:16]O)[CH2:12]1, predict the reaction product. The product is: [CH3:10][N:11]1[CH2:15][CH2:14][CH:13]([CH2:16][O:1][C:2]2[CH:9]=[CH:8][C:5]([CH:6]=[O:7])=[CH:4][CH:3]=2)[CH2:12]1. (3) Given the reactants [CH3:1][N:2]([CH2:13][CH:14]1[CH2:19][CH2:18][N:17]([C:20]([O:22][C:23]([CH3:26])([CH3:25])[CH3:24])=[O:21])[CH2:16][CH2:15]1)C(OCC1C=CC=CC=1)=O, predict the reaction product. The product is: [CH3:1][NH:2][CH2:13][CH:14]1[CH2:15][CH2:16][N:17]([C:20]([O:22][C:23]([CH3:26])([CH3:25])[CH3:24])=[O:21])[CH2:18][CH2:19]1. (4) Given the reactants Br[C:2]1[CH:28]=[CH:27][C:5]2[N:6]([C:9]3[S:13][C:12]([C:14]([NH2:16])=[O:15])=[C:11]([O:17][C@@H:18]([C:20]4[CH:25]=[CH:24][CH:23]=[CH:22][C:21]=4[Cl:26])[CH3:19])[CH:10]=3)[CH:7]=[N:8][C:4]=2[CH:3]=1.[B:29]1([B:29]2[O:33][C:32]([CH3:35])([CH3:34])[C:31]([CH3:37])([CH3:36])[O:30]2)[O:33][C:32]([CH3:35])([CH3:34])[C:31]([CH3:37])([CH3:36])[O:30]1.C([O-])(=O)C.[K+], predict the reaction product. The product is: [Cl:26][C:21]1[CH:22]=[CH:23][CH:24]=[CH:25][C:20]=1[C@H:18]([O:17][C:11]1[CH:10]=[C:9]([N:6]2[C:5]3[CH:27]=[CH:28][C:2]([B:29]4[O:33][C:32]([CH3:35])([CH3:34])[C:31]([CH3:37])([CH3:36])[O:30]4)=[CH:3][C:4]=3[N:8]=[CH:7]2)[S:13][C:12]=1[C:14]([NH2:16])=[O:15])[CH3:19]. (5) Given the reactants [Cl:1][C:2]1[CH:7]=[CH:6][C:5]([CH2:8][CH2:9][NH:10]C(=O)OC(C)(C)C)=[C:4]([CH2:18][NH:19][C:20](=[O:41])[CH2:21][C:22]2[C:27]([Cl:28])=[CH:26][N:25]=[C:24]([NH:29][CH2:30][C:31]([F:39])([F:38])[C:32]3[CH:37]=[CH:36][CH:35]=[CH:34][N:33]=3)[C:23]=2[F:40])[CH:3]=1.Cl, predict the reaction product. The product is: [NH2:10][CH2:9][CH2:8][C:5]1[CH:6]=[CH:7][C:2]([Cl:1])=[CH:3][C:4]=1[CH2:18][NH:19][C:20](=[O:41])[CH2:21][C:22]1[C:27]([Cl:28])=[CH:26][N:25]=[C:24]([NH:29][CH2:30][C:31]([F:38])([F:39])[C:32]2[CH:37]=[CH:36][CH:35]=[CH:34][N:33]=2)[C:23]=1[F:40]. (6) Given the reactants Cl.C(OC([N:9]1[CH2:14][CH2:13][C@H:12]([O:15][C:16]2[CH:21]=[CH:20][CH:19]=[C:18]([NH:22][C:23](=[O:32])[C:24]3[CH:29]=[CH:28][C:27]([F:30])=[CH:26][C:25]=3[Cl:31])[N:17]=2)[CH2:11][C@@H:10]1[CH3:33])=O)(C)(C)C, predict the reaction product. The product is: [Cl:31][C:25]1[CH:26]=[C:27]([F:30])[CH:28]=[CH:29][C:24]=1[C:23]([NH:22][C:18]1[CH:19]=[CH:20][CH:21]=[C:16]([O:15][C@H:12]2[CH2:13][CH2:14][NH:9][C@@H:10]([CH3:33])[CH2:11]2)[N:17]=1)=[O:32]. (7) Given the reactants [NH2:1][C:2]1[CH:7]=[CH:6][CH:5]=[CH:4][CH:3]=1.C([N:15]1[CH:19]=[CH:18][N:17]=[CH:16]1)([N:15]1[CH:19]=[CH:18][N:17]=[CH:16]1)=S.NC1[CH:27]=[C:26]([Br:28])[CH:25]=[CH:24]C=1N.CCN=C=NCCCN(C)C, predict the reaction product. The product is: [Br:28][C:26]1[CH:25]=[CH:24][C:18]2[NH:17][C:16]([NH:1][C:2]3[CH:7]=[CH:6][CH:5]=[CH:4][CH:3]=3)=[N:15][C:19]=2[CH:27]=1.